From a dataset of Full USPTO retrosynthesis dataset with 1.9M reactions from patents (1976-2016). Predict the reactants needed to synthesize the given product. (1) Given the product [Br:1][C:2]1[C:3]([O:21][CH3:22])=[CH:4][C:5]([O:19][CH3:20])=[C:6]([C:8]2[O:18][C:13]3[C:12]([C:10](=[O:11])[C:9]=2[OH:23])=[CH:17][CH:16]=[CH:15][CH:14]=3)[CH:7]=1, predict the reactants needed to synthesize it. The reactants are: [Br:1][C:2]1[C:3]([O:21][CH3:22])=[CH:4][C:5]([O:19][CH3:20])=[C:6](/[CH:8]=[CH:9]/[C:10]([C:12]2[CH:17]=[CH:16][CH:15]=[CH:14][C:13]=2[OH:18])=[O:11])[CH:7]=1.[OH:23]O. (2) Given the product [CH2:1]([N:8]1[C:16]2[C:11](=[CH:12][CH:13]=[C:14]([O:17][CH2:39][C:40]3[CH:45]=[CH:44][CH:43]=[CH:42][CH:41]=3)[CH:15]=2)[C:10]([C:18]([NH:20][CH2:21][C:22]2[CH:27]=[CH:26][C:25]([F:28])=[C:24]([F:29])[CH:23]=2)=[O:19])=[C:9]1[CH:30]([CH3:32])[CH3:31])[C:2]1[CH:7]=[CH:6][CH:5]=[CH:4][CH:3]=1, predict the reactants needed to synthesize it. The reactants are: [CH2:1]([N:8]1[C:16]2[C:11](=[CH:12][CH:13]=[C:14]([OH:17])[CH:15]=2)[C:10]([C:18]([NH:20][CH2:21][C:22]2[CH:27]=[CH:26][C:25]([F:28])=[C:24]([F:29])[CH:23]=2)=[O:19])=[C:9]1[CH:30]([CH3:32])[CH3:31])[C:2]1[CH:7]=[CH:6][CH:5]=[CH:4][CH:3]=1.C([O-])([O-])=O.[K+].[K+].[CH2:39](Br)[C:40]1[CH:45]=[CH:44][CH:43]=[CH:42][CH:41]=1.[Na+].[I-]. (3) Given the product [CH3:1][O:2][C:3]1[CH:38]=[C:37]([O:39][CH3:40])[CH:36]=[CH:35][C:4]=1[CH2:5][N:6]1[C:15]2[CH:14]=[C:13]([C:42]3[C:43]([O:49][CH3:50])=[N:44][CH:45]=[CH:46][C:47]=3[CH3:48])[CH:12]=[CH:11][C:10]=2[C:9]2[N:25]([CH:28]3[CH2:29][CH2:30][O:31][CH2:32][CH2:33]3)[N:26]=[CH:27][C:8]=2[C:7]1=[O:34], predict the reactants needed to synthesize it. The reactants are: [CH3:1][O:2][C:3]1[CH:38]=[C:37]([O:39][CH3:40])[CH:36]=[CH:35][C:4]=1[CH2:5][N:6]1[C:15]2[CH:14]=[C:13](B3OC(C)(C)C(C)(C)O3)[CH:12]=[CH:11][C:10]=2[C:9]2[N:25]([CH:28]3[CH2:33][CH2:32][O:31][CH2:30][CH2:29]3)[N:26]=[CH:27][C:8]=2[C:7]1=[O:34].Br[C:42]1[C:43]([O:49][CH3:50])=[N:44][CH:45]=[CH:46][C:47]=1[CH3:48].C(=O)([O-])[O-].[Cs+].[Cs+].O. (4) Given the product [C:20]([OH:32])(=[O:37])[CH3:21].[NH2:5][C@H:9]([C:11]1([OH:34])[CH2:14][N:13]([C:15]([C:17]2[C:22]([NH:23][C:24]3[CH:29]=[CH:28][C:27]([I:30])=[CH:26][C:25]=3[F:31])=[CH:21][C:20](=[O:32])[N:19]([CH3:33])[N:18]=2)=[O:16])[CH2:12]1)[CH3:10], predict the reactants needed to synthesize it. The reactants are: CC([N:5]([C@H:9]([C:11]1([OH:34])[CH2:14][N:13]([C:15]([C:17]2[C:22]([NH:23][C:24]3[CH:29]=[CH:28][C:27]([I:30])=[CH:26][C:25]=3[F:31])=[CH:21][C:20](=[O:32])[N:19]([CH3:33])[N:18]=2)=[O:16])[CH2:12]1)[CH3:10])C(=O)[O-])(C)C.Cl.C[OH:37].